This data is from Catalyst prediction with 721,799 reactions and 888 catalyst types from USPTO. The task is: Predict which catalyst facilitates the given reaction. (1) The catalyst class is: 296. Reactant: [NH2:1][C@@H:2]1[CH2:7][CH2:6][CH2:5][CH2:4][C@@H:3]1[NH:8][C:9](=O)OC(C)(C)C.N1(OC2[N:31]=[C:30]([NH:32][C:33]3[CH:38]=[CH:37][C:36]([N:39]4[CH:43]=[CH:42][N:41]=[CH:40]4)=[C:35]([F:44])[CH:34]=3)[C:29]([C:45]([NH2:47])=[O:46])=[CH:28][N:27]=2)C2C=CC=CC=2N=N1.CCN(C(C)C)C(C)C.O. Product: [NH2:1][C@H:2]1[CH2:7][CH2:6][CH2:5][CH2:4][C@H:3]1[NH:8][C:9]1[N:31]=[C:30]([NH:32][C:33]2[CH:38]=[CH:37][C:36]([N:39]3[CH:43]=[CH:42][N:41]=[CH:40]3)=[C:35]([F:44])[CH:34]=2)[C:29]([C:45]([NH2:47])=[O:46])=[CH:28][N:27]=1. (2) Reactant: [C:1]([NH:4][C:5](=O)[CH2:6][C:7]([C:18]1[CH:23]=[CH:22][C:21]([CH2:24][CH2:25][CH2:26][CH2:27][CH2:28][CH2:29][CH2:30][CH3:31])=[CH:20][CH:19]=1)(C(OCC)=O)C(OCC)=O)(=[O:3])[CH3:2].[BH4-].[Na+].[C:35]([O:38][CH2:39]C)(=[O:37])[CH3:36]. Product: [C:35]([O:38][CH2:39][C:5]([NH:4][C:1](=[O:3])[CH3:2])([CH2:39][O:38][C:35](=[O:37])[CH3:36])[CH2:6][CH:7]([O:38][C:35](=[O:37])[CH3:36])[C:18]1[CH:19]=[CH:20][C:21]([CH2:24][CH2:25][CH2:26][CH2:27][CH2:28][CH2:29][CH2:30][CH3:31])=[CH:22][CH:23]=1)(=[O:37])[CH3:36]. The catalyst class is: 5. (3) Reactant: [Cl:1][C:2]1[CH:7]=[CH:6][C:5]([C:8]2[CH:13]=[N:12][N:11]3[C:14](=[O:17])[NH:15][N:16]=[C:10]3[C:9]=2[C:18]2[CH:23]=[CH:22][N:21]=[CH:20][CH:19]=2)=[CH:4][CH:3]=1.C([O-])([O-])=O.[K+].[K+].[Cl:30][C:31]1[CH:36]=[CH:35][C:34]([CH2:37]Cl)=[CH:33][N:32]=1. Product: [Cl:1][C:2]1[CH:7]=[CH:6][C:5]([C:8]2[CH:13]=[N:12][N:11]3[C:14](=[O:17])[N:15]([CH2:37][C:34]4[CH:33]=[N:32][C:31]([Cl:30])=[CH:36][CH:35]=4)[N:16]=[C:10]3[C:9]=2[C:18]2[CH:23]=[CH:22][N:21]=[CH:20][CH:19]=2)=[CH:4][CH:3]=1. The catalyst class is: 18. (4) Reactant: [CH3:1][C@H:2]1[C@@H:7]2[CH2:8][CH2:9][C:10]3[CH:11]=[N:12][C:13]([C:16]4[CH:25]=[CH:24][C:19]([C:20]([O:22][CH3:23])=[O:21])=[CH:18][CH:17]=4)=[N:14][C:15]=3[C@@:6]2([C:26]2[CH:31]=[CH:30][CH:29]=[CH:28][CH:27]=2)[CH2:5][CH2:4][C:3]1=[O:32].[CH:33](OCC)=[O:34].C[O-].[Na+].CO.[CH3:43]C(C)([O-])C.[K+]. Product: [OH:34]/[CH:33]=[C:4]1/[CH2:5][C@:6]2([C:26]3[CH:27]=[CH:28][CH:29]=[CH:30][CH:31]=3)[C:15]3[N:14]=[C:13]([C:16]4[CH:25]=[CH:24][C:19]([C:20]([O:22][CH2:23][CH3:43])=[O:21])=[CH:18][CH:17]=4)[N:12]=[CH:11][C:10]=3[CH2:9][CH2:8][C@H:7]2[C@H:2]([CH3:1])[C:3]/1=[O:32]. The catalyst class is: 7. (5) Reactant: [C:1]([NH:4][C@:5]1([C@@H:54]([CH2:56][CH3:57])[CH3:55])[CH2:9][CH2:8][N:7]([C@@H:10]([CH2:45][CH2:46][C:47]2[CH:52]=[CH:51][CH:50]=[CH:49][CH:48]=2)[C:11]([NH:13][C@@H:14]([CH2:36][C:37]2[CH:42]=[C:41]([F:43])[CH:40]=[C:39]([F:44])[CH:38]=2)[C@@H:15]([C@H:17]2[CH2:22][CH2:21][CH2:20]C[N:18]2C(C2C=CC=CC=2)C2C=CC=CC=2)[OH:16])=[O:12])[C:6]1=[O:53])(=[O:3])[CH3:2].N[C@@H](CC1C=C(F)C=C(F)C=1)[C@@H]([C@@H]1N(C(C2C=CC=CC=2)C2C=CC=CC=2)C[C@H](O)C1)[OH:61].FC1C=C(C=C(F)C=1)C[C@H]1[C@@H]([C@H]2C[C@@H](O)CN2C(C2C=CC=CC=2)C2C=CC=CC=2)OC(=O)N1.[Li+].[OH-]. Product: [C:1]([NH:4][C@:5]1([C@@H:54]([CH2:56][CH3:57])[CH3:55])[CH2:9][CH2:8][N:7]([C@@H:10]([CH2:45][CH2:46][C:47]2[CH:48]=[CH:49][CH:50]=[CH:51][CH:52]=2)[C:11]([NH:13][C@@H:14]([CH2:36][C:37]2[CH:38]=[C:39]([F:44])[CH:40]=[C:41]([F:43])[CH:42]=2)[C@H:15]([OH:16])[C@H:17]2[CH2:22][C@@H:21]([OH:61])[CH2:20][NH:18]2)=[O:12])[C:6]1=[O:53])(=[O:3])[CH3:2]. The catalyst class is: 88.